Task: Predict the product of the given reaction.. Dataset: Forward reaction prediction with 1.9M reactions from USPTO patents (1976-2016) (1) Given the reactants [Br:1][C:2]1[NH:3][C:4]([C:9]#[N:10])=[C:5]([C:7]#[N:8])[N:6]=1.CC(C[AlH]CC(C)C)C, predict the reaction product. The product is: [Br:1][C:2]1[N:6]=[C:5]2[CH:7]=[N:8][NH:10][CH:9]=[C:4]2[N:3]=1. (2) Given the reactants [CH3:1][C:2]1[CH:7]=[C:6]([O:8][CH:9]2[CH2:14][CH2:13][O:12][CH2:11][CH2:10]2)[CH:5]=[CH:4][C:3]=1[C:15]1[C:19]2[CH:20]=[C:21]([CH2:24][O:25][C:26]3[N:31]=[CH:30][C:29]([CH:32]([C:37]#[C:38][CH3:39])[CH2:33][C:34]([OH:36])=[O:35])=[CH:28][CH:27]=3)[CH:22]=[CH:23][C:18]=2[S:17][CH:16]=1.CCCCCC, predict the reaction product. The product is: [CH3:1][C:2]1[CH:7]=[C:6]([O:8][CH:9]2[CH2:14][CH2:13][O:12][CH2:11][CH2:10]2)[CH:5]=[CH:4][C:3]=1[C:15]1[C:19]2[CH:20]=[C:21]([CH2:24][O:25][C:26]3[N:31]=[CH:30][C:29]([C@H:32]([C:37]#[C:38][CH3:39])[CH2:33][C:34]([OH:36])=[O:35])=[CH:28][CH:27]=3)[CH:22]=[CH:23][C:18]=2[S:17][CH:16]=1.[CH3:1][C:2]1[CH:7]=[C:6]([O:8][CH:9]2[CH2:14][CH2:13][O:12][CH2:11][CH2:10]2)[CH:5]=[CH:4][C:3]=1[C:15]1[C:19]2[CH:20]=[C:21]([CH2:24][O:25][C:26]3[N:31]=[CH:30][C:29]([C@@H:32]([C:37]#[C:38][CH3:39])[CH2:33][C:34]([OH:36])=[O:35])=[CH:28][CH:27]=3)[CH:22]=[CH:23][C:18]=2[S:17][CH:16]=1. (3) Given the reactants [C:1]([C:4]1[O:8][C:7]2[C:9](=[O:19])[C:10]3[C:15]([C:16](=[O:17])[C:6]=2[CH:5]=1)=[C:14]([OH:18])[CH:13]=[CH:12][CH:11]=3)(=[O:3])[CH3:2].[BH4-].[Na+], predict the reaction product. The product is: [OH:3][CH:1]([C:4]1[O:8][C:7]2[C:9](=[O:19])[C:10]3[C:15]([C:16](=[O:17])[C:6]=2[CH:5]=1)=[C:14]([OH:18])[CH:13]=[CH:12][CH:11]=3)[CH3:2].